This data is from Reaction yield outcomes from USPTO patents with 853,638 reactions. The task is: Predict the reaction yield, written as a fraction of the theoretical maximum amount of product (1.0 means a 100% yield; for example, 0.34 means a 34% yield). (1) The reactants are [C:1]1([S:7]([N:10]2[C:18]3[C:13](=[CH:14][CH:15]=[C:16]([S:19]([NH:22][CH2:23][CH2:24][NH:25][C:26]([CH:28]4[CH2:33][CH2:32][N:31]([C:34]5[CH:39]=[CH:38][C:37](=[O:40])[N:36]([CH3:41])[N:35]=5)[CH2:30][CH2:29]4)=[O:27])(=[O:21])=[O:20])[CH:17]=3)[C:12]([Cl:42])=[CH:11]2)(=[O:9])=[O:8])[CH:6]=[CH:5][CH:4]=[CH:3][CH:2]=1.[CH2:43](Br)[CH:44]=[CH2:45].C(=O)([O-])[O-].[K+].[K+]. The catalyst is C(#N)C.ClCCl. The product is [CH2:45]([N:22]([S:19]([C:16]1[CH:17]=[C:18]2[C:13]([C:12]([Cl:42])=[CH:11][N:10]2[S:7]([C:1]2[CH:2]=[CH:3][CH:4]=[CH:5][CH:6]=2)(=[O:8])=[O:9])=[CH:14][CH:15]=1)(=[O:21])=[O:20])[CH2:23][CH2:24][NH:25][C:26]([CH:28]1[CH2:33][CH2:32][N:31]([C:34]2[CH:39]=[CH:38][C:37](=[O:40])[N:36]([CH3:41])[N:35]=2)[CH2:30][CH2:29]1)=[O:27])[CH:44]=[CH2:43]. The yield is 1.00. (2) The reactants are NC(N)=O.S(=NC(N)=O)(=O)=O.[NH2:12][C:13]1[N:18]=[CH:17][C:16]([N:19]2[C:24](=[O:25])[C:23]3[CH:26]=[C:27]([F:32])[C:28]([NH:30][CH3:31])=[CH:29][C:22]=3[O:21][CH2:20]2)=[CH:15][CH:14]=1.C([O:35][C:36](=O)[NH:37][S:38]([C:41]1[S:42][C:43]([Cl:46])=[CH:44][CH:45]=1)(=[O:40])=[O:39])C. No catalyst specified. The product is [Cl:46][C:43]1[S:42][C:41]([S:38]([NH:37][C:36]([NH:12][C:13]2[CH:14]=[CH:15][C:16]([N:19]3[C:24](=[O:25])[C:23]4[CH:26]=[C:27]([F:32])[C:28]([NH:30][CH3:31])=[CH:29][C:22]=4[O:21][CH2:20]3)=[CH:17][N:18]=2)=[O:35])(=[O:40])=[O:39])=[CH:45][CH:44]=1. The yield is 0.240.